Dataset: Catalyst prediction with 721,799 reactions and 888 catalyst types from USPTO. Task: Predict which catalyst facilitates the given reaction. (1) Reactant: [NH2:1][C:2]1[CH:12]=[CH:11][C:5]([C:6]([O:8][CH2:9][CH3:10])=[O:7])=[CH:4][CH:3]=1.N1C=CC=CC=1.[Cl:19][CH2:20][CH2:21][CH2:22][N:23]=[C:24]=[O:25].O. Product: [Cl:19][CH2:20][CH2:21][CH2:22][NH:23][C:24](=[O:25])[NH:1][C:2]1[CH:3]=[CH:4][C:5]([C:6]([O:8][CH2:9][CH3:10])=[O:7])=[CH:11][CH:12]=1. The catalyst class is: 4. (2) Reactant: [F:1][C:2]1[CH:7]=[CH:6][C:5]([C:8]2[C:9]([C:17]3[CH:22]=[CH:21][C:20]([CH2:23][N:24]4[CH2:29][CH2:28][CH:27]([C:30]5[N:34]=[C:33]([C:35]6[CH:40]=[CH:39][CH:38]=[C:37]([CH3:41])[N:36]=6)[NH:32][N:31]=5)[CH2:26][CH2:25]4)=[CH:19][CH:18]=3)=[N:10][C:11]3[N:12]([CH:14]=[CH:15][N:16]=3)[CH:13]=2)=[CH:4][CH:3]=1.[Br:42]N1C(=O)CCC1=O. Product: [Br:42][C:14]1[N:12]2[CH:13]=[C:8]([C:5]3[CH:4]=[CH:3][C:2]([F:1])=[CH:7][CH:6]=3)[C:9]([C:17]3[CH:18]=[CH:19][C:20]([CH2:23][N:24]4[CH2:29][CH2:28][CH:27]([C:30]5[N:34]=[C:33]([C:35]6[CH:40]=[CH:39][CH:38]=[C:37]([CH3:41])[N:36]=6)[NH:32][N:31]=5)[CH2:26][CH2:25]4)=[CH:21][CH:22]=3)=[N:10][C:11]2=[N:16][CH:15]=1. The catalyst class is: 22. (3) Reactant: [Cl:1][C:2]1[CH:3]=[CH:4][C:5]2[N:11]3[C:12]([C:15]([F:18])([F:17])[F:16])=[N:13][N:14]=[C:10]3[C@@H:9]([CH2:19][C:20]([O:22]CC)=[O:21])[O:8][C@H:7]([C:25]3[C:26]([C:31]([F:34])([F:33])[F:32])=[N:27][CH:28]=[CH:29][CH:30]=3)[C:6]=2[CH:35]=1.Cl.O. Product: [Cl:1][C:2]1[CH:3]=[CH:4][C:5]2[N:11]3[C:12]([C:15]([F:18])([F:17])[F:16])=[N:13][N:14]=[C:10]3[C@@H:9]([CH2:19][C:20]([OH:22])=[O:21])[O:8][C@H:7]([C:25]3[C:26]([C:31]([F:34])([F:32])[F:33])=[N:27][CH:28]=[CH:29][CH:30]=3)[C:6]=2[CH:35]=1. The catalyst class is: 12. (4) Reactant: [CH3:1][O:2][C:3]1[CH:4]=[C:5]2[C:10](=[CH:11][CH:12]=1)[C:9](=[O:13])[NH:8][CH:7]=[CH:6]2.C1C(=O)N([Br:21])C(=O)C1. Product: [Br:21][C:6]1[C:5]2[C:10](=[CH:11][CH:12]=[C:3]([O:2][CH3:1])[CH:4]=2)[C:9](=[O:13])[NH:8][CH:7]=1. The catalyst class is: 10. (5) Reactant: [Cl:1][C:2]1[C:10]2[C:9]([NH:11][CH2:12][CH2:13][C:14]3[CH:28]=[CH:27][C:17]([O:18][C:19]4[N:24]=[CH:23][C:22]([CH:25]=O)=[CH:21][CH:20]=4)=[CH:16][CH:15]=3)=[N:8][CH:7]=[N:6][C:5]=2[S:4][CH:3]=1.Cl.[O:30]([NH2:32])[CH3:31]. Product: [CH3:31][O:30][N:32]=[CH:25][C:22]1[CH:23]=[N:24][C:19]([O:18][C:17]2[CH:16]=[CH:15][C:14]([CH2:13][CH2:12][NH:11][C:9]3[C:10]4[C:2]([Cl:1])=[CH:3][S:4][C:5]=4[N:6]=[CH:7][N:8]=3)=[CH:28][CH:27]=2)=[CH:20][CH:21]=1. The catalyst class is: 40.